This data is from Peptide-MHC class I binding affinity with 185,985 pairs from IEDB/IMGT. The task is: Regression. Given a peptide amino acid sequence and an MHC pseudo amino acid sequence, predict their binding affinity value. This is MHC class I binding data. The peptide sequence is RRYTRRISL. The MHC is HLA-A26:03 with pseudo-sequence HLA-A26:03. The binding affinity (normalized) is 0.0847.